Task: Predict the reactants needed to synthesize the given product.. Dataset: Full USPTO retrosynthesis dataset with 1.9M reactions from patents (1976-2016) Given the product [F:22][C:16]1[CH:17]=[C:18]([F:21])[CH:19]=[CH:20][C:15]=1[C:14]1[N:10]([NH:9][C:3]2[CH:4]=[CH:5][C:6]([Cl:8])=[CH:7][C:2]=2[Cl:1])[CH:11]=[N:12][C:13]=1[CH3:23], predict the reactants needed to synthesize it. The reactants are: [Cl:1][C:2]1[CH:7]=[C:6]([Cl:8])[CH:5]=[CH:4][C:3]=1[NH:9][N:10]1[C:14]([C:15]2[CH:20]=[CH:19][C:18]([F:21])=[CH:17][C:16]=2[F:22])=[C:13]([CH3:23])[NH:12][C:11]1=S.OO.O.